From a dataset of Full USPTO retrosynthesis dataset with 1.9M reactions from patents (1976-2016). Predict the reactants needed to synthesize the given product. (1) Given the product [Cl:1][C:2]1[CH:10]=[C:9]2[C:5]([C:6]([C:11]([N:13]3[CH2:18][CH2:17][C:16]4([C:22]5[CH:23]=[CH:24][C:25]([F:27])=[CH:26][C:21]=5[C:20](=[O:28])[O:19]4)[CH2:15][CH2:14]3)=[O:12])=[CH:7][N:8]2[CH2:36][C:35]2[CH:34]=[C:33]([CH3:38])[N:32]=[N:31][C:30]=2[Cl:29])=[CH:4][CH:3]=1, predict the reactants needed to synthesize it. The reactants are: [Cl:1][C:2]1[CH:10]=[C:9]2[C:5]([C:6]([C:11]([N:13]3[CH2:18][CH2:17][C:16]4([C:22]5[CH:23]=[CH:24][C:25]([F:27])=[CH:26][C:21]=5[C:20](=[O:28])[O:19]4)[CH2:15][CH2:14]3)=[O:12])=[CH:7][NH:8]2)=[CH:4][CH:3]=1.[Cl:29][C:30]1[N:31]=[N:32][C:33]([CH3:38])=[CH:34][C:35]=1[CH2:36]Cl. (2) The reactants are: Br[CH2:2][C:3]([C:5]1[CH:10]=[CH:9][CH:8]=[CH:7][C:6]=1[O:11][CH3:12])=[O:4].C([O-])=[O:14].[Na+].CO. Given the product [CH3:12][O:11][C:6]1[CH:7]=[CH:8][CH:9]=[CH:10][C:5]=1[C:3](=[O:4])[CH2:2][OH:14], predict the reactants needed to synthesize it. (3) Given the product [C:21]([CH:18]1[CH2:19][CH2:20][N:15]([C:2]2[CH:10]=[CH:9][C:5]([C:6]([OH:8])=[O:7])=[CH:4][C:3]=2[C:11]([F:14])([F:13])[F:12])[CH2:16][CH2:17]1)#[N:22], predict the reactants needed to synthesize it. The reactants are: F[C:2]1[CH:10]=[CH:9][C:5]([C:6]([OH:8])=[O:7])=[CH:4][C:3]=1[C:11]([F:14])([F:13])[F:12].[NH:15]1[CH2:20][CH2:19][CH:18]([C:21]#[N:22])[CH2:17][CH2:16]1. (4) The reactants are: [OH:1][C:2]1[C:24]([O:25][CH3:26])=[CH:23][C:5]2[C:6]3[N:11]([CH:12]([CH:14]([CH3:16])[CH3:15])[CH2:13][C:4]=2[CH:3]=1)[CH:10]=[C:9]([C:17]([O:19][CH2:20][CH3:21])=[O:18])[C:8](=[O:22])[CH:7]=3.Br[CH2:28][C:29]([CH3:33])([CH3:32])[CH2:30][OH:31].C([O-])([O-])=O.[K+].[K+]. Given the product [OH:31][CH2:30][C:29]([CH3:33])([CH3:32])[CH2:28][O:1][C:2]1[C:24]([O:25][CH3:26])=[CH:23][C:5]2[C:6]3[N:11]([CH:12]([CH:14]([CH3:16])[CH3:15])[CH2:13][C:4]=2[CH:3]=1)[CH:10]=[C:9]([C:17]([O:19][CH2:20][CH3:21])=[O:18])[C:8](=[O:22])[CH:7]=3, predict the reactants needed to synthesize it. (5) Given the product [CH2:1]([NH:5][C:6]1[N:11]=[C:10]([C:12]2[C:13]([C:22]3[CH:27]=[CH:26][C:25]([F:28])=[CH:24][CH:23]=3)=[N:14][N:15]3[C:20]([NH:30][CH3:29])=[CH:19][CH:18]=[CH:17][C:16]=23)[CH:9]=[CH:8][N:7]=1)[CH2:2][CH2:3][CH3:4], predict the reactants needed to synthesize it. The reactants are: [CH2:1]([NH:5][C:6]1[N:11]=[C:10]([C:12]2[C:13]([C:22]3[CH:27]=[CH:26][C:25]([F:28])=[CH:24][CH:23]=3)=[N:14][N:15]3[C:20](Cl)=[CH:19][CH:18]=[CH:17][C:16]=23)[CH:9]=[CH:8][N:7]=1)[CH2:2][CH2:3][CH3:4].[CH3:29][NH2:30]. (6) The reactants are: [NH2:1][C:2]1[S:3][C:4]([CH3:17])=[C:5]([CH3:16])[C:6]=1[C:7]([C:9]1[CH:14]=[CH:13][C:12]([Cl:15])=[CH:11][CH:10]=1)=[O:8].C(N(CC)CC)C.[Br:25][C:26]([CH3:31])([CH3:30])[C:27](Br)=[O:28]. Given the product [Br:25][C:26]([CH3:31])([CH3:30])[C:27]([NH:1][C:2]1[S:3][C:4]([CH3:17])=[C:5]([CH3:16])[C:6]=1[C:7](=[O:8])[C:9]1[CH:14]=[CH:13][C:12]([Cl:15])=[CH:11][CH:10]=1)=[O:28], predict the reactants needed to synthesize it. (7) Given the product [C:13]1([S:19]([N:7]2[C:8]3[C:4](=[CH:3][C:2]([F:1])=[CH:10][CH:9]=3)[CH:5]=[CH:6]2)(=[O:21])=[O:20])[CH:18]=[CH:17][CH:16]=[CH:15][CH:14]=1, predict the reactants needed to synthesize it. The reactants are: [F:1][C:2]1[CH:3]=[C:4]2[C:8](=[CH:9][CH:10]=1)[NH:7][CH:6]=[CH:5]2.[OH-].[Na+].[C:13]1([S:19](Cl)(=[O:21])=[O:20])[CH:18]=[CH:17][CH:16]=[CH:15][CH:14]=1.